Dataset: Forward reaction prediction with 1.9M reactions from USPTO patents (1976-2016). Task: Predict the product of the given reaction. (1) The product is: [Cl:1][C:2]1[CH:3]=[CH:4][C:5]([O:6][C:7]2[CH:16]=[CH:15][C:10]([C:11]([OH:13])=[O:12])=[CH:9][CH:8]=2)=[CH:17][CH:18]=1. Given the reactants [Cl:1][C:2]1[CH:18]=[CH:17][C:5]([O:6][C:7]2[CH:16]=[CH:15][C:10]([C:11]([O:13]C)=[O:12])=[CH:9][CH:8]=2)=[CH:4][CH:3]=1.[OH-].[Na+], predict the reaction product. (2) Given the reactants [CH:1]([N:4]1[C:8]([C:9]2[N:18]=[C:17]3[N:11]([CH2:12][CH2:13][O:14][C:15]4[CH:22]=[CH:21][C:20]([S:23]([OH:26])(=O)=[O:24])=[CH:19][C:16]=43)[CH:10]=2)=[N:7][CH:6]=[N:5]1)([CH3:3])[CH3:2].C(Cl)(=O)C([Cl:30])=O.CN(C=O)C, predict the reaction product. The product is: [CH:1]([N:4]1[C:8]([C:9]2[N:18]=[C:17]3[N:11]([CH2:12][CH2:13][O:14][C:15]4[CH:22]=[CH:21][C:20]([S:23]([Cl:30])(=[O:26])=[O:24])=[CH:19][C:16]=43)[CH:10]=2)=[N:7][CH:6]=[N:5]1)([CH3:3])[CH3:2]. (3) Given the reactants [NH2:1][C:2]1[CH:7]=[CH:6][C:5]([CH2:8][C:9]([CH3:13])([CH3:12])[CH2:10][OH:11])=[C:4]([C:14]([F:17])([F:16])[F:15])[CH:3]=1.N1C=CN=C1.[CH3:23][C:24]([Si:27](Cl)([CH3:29])[CH3:28])([CH3:26])[CH3:25], predict the reaction product. The product is: [Si:27]([O:11][CH2:10][C:9]([CH3:13])([CH3:12])[CH2:8][C:5]1[CH:6]=[CH:7][C:2]([NH2:1])=[CH:3][C:4]=1[C:14]([F:15])([F:16])[F:17])([C:24]([CH3:26])([CH3:25])[CH3:23])([CH3:29])[CH3:28]. (4) Given the reactants [Br:1][C:2]1[CH:3]=[C:4]([O:11][CH3:12])[C:5]([OH:10])=[C:6]([CH:9]=1)[CH:7]=[O:8].C1COCC1.[BH4-].[Na+].Cl, predict the reaction product. The product is: [Br:1][C:2]1[CH:3]=[C:4]([O:11][CH3:12])[C:5]([OH:10])=[C:6]([CH2:7][OH:8])[CH:9]=1.